Dataset: Forward reaction prediction with 1.9M reactions from USPTO patents (1976-2016). Task: Predict the product of the given reaction. (1) Given the reactants CCN(CC)CC.N1C=CC=CC=1.[Si:14]([O:31][CH2:32][CH:33]1[CH:38]([OH:39])[CH2:37][CH2:36][CH2:35][O:34]1)([C:27]([CH3:30])([CH3:29])[CH3:28])([C:21]1[CH:26]=[CH:25][CH:24]=[CH:23][CH:22]=1)[C:15]1[CH:20]=[CH:19][CH:18]=[CH:17][CH:16]=1, predict the reaction product. The product is: [Si:14]([O:31][CH2:32][CH:33]1[C:38](=[O:39])[CH2:37][CH2:36][CH2:35][O:34]1)([C:27]([CH3:30])([CH3:28])[CH3:29])([C:21]1[CH:26]=[CH:25][CH:24]=[CH:23][CH:22]=1)[C:15]1[CH:20]=[CH:19][CH:18]=[CH:17][CH:16]=1. (2) Given the reactants [H-].C([Al+]CC(C)C)C(C)C.C([O:13][C:14]([C:16]1[CH:25]=[C:24]2[C:19]([C:20]([Cl:27])=[CH:21][C:22]([CH3:26])=[N:23]2)=[CH:18][CH:17]=1)=O)C, predict the reaction product. The product is: [Cl:27][C:20]1[C:19]2[C:24](=[CH:25][C:16]([CH2:14][OH:13])=[CH:17][CH:18]=2)[N:23]=[C:22]([CH3:26])[CH:21]=1. (3) Given the reactants CC1C=CC(S(O[CH2:12][CH2:13][CH:14]([OH:59])[CH2:15][N:16]([C:21]2[C:40]([C:41]3[CH:46]=[CH:45][C:44]([O:47][CH3:48])=[C:43]([C:49]4[O:50][C:51]5[CH:57]=[CH:56][CH:55]=[C:54]([F:58])[C:52]=5[N:53]=4)[CH:42]=3)=[CH:39][C:24]3[C:25]([C:35](=[O:38])[NH:36][CH3:37])=[C:26]([C:28]4[CH:33]=[CH:32][C:31]([F:34])=[CH:30][CH:29]=4)[O:27][C:23]=3[CH:22]=2)[S:17]([CH3:20])(=[O:19])=[O:18])(=O)=O)=CC=1.[F-:60].[Cs+].O, predict the reaction product. The product is: [F:60][CH2:12][CH2:13][CH:14]([OH:59])[CH2:15][N:16]([C:21]1[C:40]([C:41]2[CH:46]=[CH:45][C:44]([O:47][CH3:48])=[C:43]([C:49]3[O:50][C:51]4[CH:57]=[CH:56][CH:55]=[C:54]([F:58])[C:52]=4[N:53]=3)[CH:42]=2)=[CH:39][C:24]2[C:25]([C:35]([NH:36][CH3:37])=[O:38])=[C:26]([C:28]3[CH:33]=[CH:32][C:31]([F:34])=[CH:30][CH:29]=3)[O:27][C:23]=2[CH:22]=1)[S:17]([CH3:20])(=[O:19])=[O:18]. (4) Given the reactants [CH3:1][C:2]1[CH:11]=[C:10]([N+:12]([O-])=O)[C:9]([N+:15]([O-])=O)=[CH:8][C:3]=1[C:4]([O:6][CH3:7])=[O:5].C(O)C, predict the reaction product. The product is: [NH2:12][C:10]1[C:9]([NH2:15])=[CH:8][C:3]([C:4]([O:6][CH3:7])=[O:5])=[C:2]([CH3:1])[CH:11]=1.